Dataset: Reaction yield outcomes from USPTO patents with 853,638 reactions. Task: Predict the reaction yield, written as a fraction of the theoretical maximum amount of product (1.0 means a 100% yield; for example, 0.34 means a 34% yield). (1) The reactants are [C:1]1([Li])[CH:6]=[CH:5][CH:4]=[CH:3][CH:2]=1.[F:8][C:9]1[CH:14]=[CH:13][C:12]([N+:15]([O-:17])=[O:16])=[CH:11][C:10]=1[C@:18]([NH:23][S@@:24]([C:26]([CH3:29])([CH3:28])[CH3:27])=[O:25])([CH3:22])[CH2:19][CH:20]=[O:21].[Na+].[Cl-].C(OC(=O)C)C. The catalyst is C1COCC1.CC(C)[O-].CC(C)[O-].CC(C)[O-].Cl[Ti+3]. The product is [F:8][C:9]1[CH:14]=[CH:13][C:12]([N+:15]([O-:17])=[O:16])=[CH:11][C:10]=1[C@:18]([NH:23][S@@:24]([C:26]([CH3:29])([CH3:28])[CH3:27])=[O:25])([CH3:22])[CH2:19][C@H:20]([OH:21])[C:1]1[CH:6]=[CH:5][CH:4]=[CH:3][CH:2]=1. The yield is 0.193. (2) The reactants are [NH2:1][C:2]1[C:3]2[S:11][CH:10]=[C:9]([C:12]3[CH:13]=[C:14]([CH:19]=[CH:20][CH:21]=3)[C:15]([NH:17][CH3:18])=[O:16])[C:4]=2[N:5]=[C:6](Cl)[N:7]=1.[OH-].[Na+].[CH2:24]([N:26]1[CH2:31][CH2:30][N:29]([C:32]2[N:37]=[CH:36][C:35]([NH2:38])=[CH:34][CH:33]=2)[CH2:28][CH2:27]1)[CH3:25].CC(C1C=C(C(C)C)C(C2C=CC=CC=2P(C2CCCCC2)C2CCCCC2)=C(C(C)C)C=1)C. The catalyst is O1CCOCC1.C1C=CC(/C=C/C(/C=C/C2C=CC=CC=2)=O)=CC=1.C1C=CC(/C=C/C(/C=C/C2C=CC=CC=2)=O)=CC=1.C1C=CC(/C=C/C(/C=C/C2C=CC=CC=2)=O)=CC=1.[Pd].[Pd]. The product is [NH2:1][C:2]1[C:3]2[S:11][CH:10]=[C:9]([C:12]3[CH:13]=[C:14]([CH:19]=[CH:20][CH:21]=3)[C:15]([NH:17][CH3:18])=[O:16])[C:4]=2[N:5]=[C:6]([NH:38][C:35]2[CH:36]=[N:37][C:32]([N:29]3[CH2:30][CH2:31][N:26]([CH2:24][CH3:25])[CH2:27][CH2:28]3)=[CH:33][CH:34]=2)[N:7]=1. The yield is 0.550. (3) The reactants are Cl[C:2]1[CH:27]=[CH:26][C:5]([C:6]([NH:8][C:9]2[S:10][C:11]3[C:17]([C:18]4[CH:23]=[CH:22][CH:21]=[CH:20][CH:19]=4)=[CH:16][CH:15]=[C:14]([O:24][CH3:25])[C:12]=3[N:13]=2)=[O:7])=[CH:4][N:3]=1.[NH:28]1[CH2:32][CH2:31][CH2:30][CH2:29]1. The catalyst is O1CCOCC1. The product is [CH3:25][O:24][C:14]1[C:12]2[N:13]=[C:9]([NH:8][C:6](=[O:7])[C:5]3[CH:26]=[CH:27][C:2]([N:28]4[CH2:32][CH2:31][CH2:30][CH2:29]4)=[N:3][CH:4]=3)[S:10][C:11]=2[C:17]([C:18]2[CH:23]=[CH:22][CH:21]=[CH:20][CH:19]=2)=[CH:16][CH:15]=1. The yield is 0.710. (4) The reactants are [NH2:1][C:2]1[N:23]=[C:22]([CH:24]=[CH2:25])[CH:21]=[CH:20][C:3]=1[C:4]([NH:6][CH2:7][C:8]1[S:9][C:10]([O:13][C:14]2[CH:19]=[CH:18][CH:17]=[CH:16][CH:15]=2)=[CH:11][CH:12]=1)=[O:5].C.[I].[I].[CH2:29]([Zn]CC)C.N. The catalyst is C(#N)C.O.FC(F)(F)C(O)=O.C(OCC)(=O)C.O.C1(C)C=CC=CC=1. The product is [NH2:1][C:2]1[N:23]=[C:22]([CH:24]2[CH2:29][CH2:25]2)[CH:21]=[CH:20][C:3]=1[C:4]([NH:6][CH2:7][C:8]1[S:9][C:10]([O:13][C:14]2[CH:19]=[CH:18][CH:17]=[CH:16][CH:15]=2)=[CH:11][CH:12]=1)=[O:5]. The yield is 0.0490. (5) The reactants are [N:1]1[NH:2][N:3]=[C:4]([C:6]([O:8][CH2:9][CH3:10])=[O:7])[CH:5]=1.[C:11]([O-])([O-])=O.[K+].[K+].CI. The catalyst is C(#N)C. The product is [CH3:11][N:2]1[N:3]=[C:4]([C:6]([O:8][CH2:9][CH3:10])=[O:7])[CH:5]=[N:1]1. The yield is 0.350. (6) The reactants are [Br-].[NH2:2][C:3]1[C:8]([CH2:9][P+](C2C=CC=CC=2)(C2C=CC=CC=2)C2C=CC=CC=2)=[C:7]([C:29]([F:32])([F:31])[F:30])[C:6]([C:33]#[N:34])=[CH:5][CH:4]=1.[F:35][C:36]([F:42])([F:41])[CH2:37][C:38](O)=O.C(P1(=O)OP(=O)(CCC)OP(=O)(CCC)O1)CC.CCN(C(C)C)C(C)C. The catalyst is C1COCC1. The yield is 0.700. The product is [F:35][C:36]([F:42])([F:41])[CH2:37][C:38]1[NH:2][C:3]2[C:8]([CH:9]=1)=[C:7]([C:29]([F:30])([F:31])[F:32])[C:6]([C:33]#[N:34])=[CH:5][CH:4]=2.